Task: Predict the reaction yield, written as a fraction of the theoretical maximum amount of product (1.0 means a 100% yield; for example, 0.34 means a 34% yield).. Dataset: Reaction yield outcomes from USPTO patents with 853,638 reactions (1) The reactants are Cl[C:2]1[CH:3]=[CH:4][C:5]2[N:6]([CH:8]=[C:9]([NH:11][C:12](=[O:14])[CH3:13])[N:10]=2)[N:7]=1.[CH3:15][C:16]1([CH3:32])[C:20]([CH3:22])([CH3:21])[O:19][B:18]([B:18]2[O:19][C:20]([CH3:22])([CH3:21])[C:16]([CH3:32])([CH3:15])[O:17]2)[O:17]1.C([O-])(=O)C.[K+]. The catalyst is C1C=CC(P(C2C=CC=CC=2)[C-]2C=CC=C2)=CC=1.C1C=CC(P(C2C=CC=CC=2)[C-]2C=CC=C2)=CC=1.Cl[Pd]Cl.[Fe+2].C(Cl)Cl.O1CCOCC1. The product is [CH3:15][C:16]1([CH3:32])[C:20]([CH3:22])([CH3:21])[O:19][B:18]([C:2]2[CH:3]=[CH:4][C:5]3[N:6]([CH:8]=[C:9]([NH:11][C:12](=[O:14])[CH3:13])[N:10]=3)[N:7]=2)[O:17]1. The yield is 0.890. (2) The reactants are [Br:1][C:2]1[C:3](I)=[C:4]([CH:30]=[CH:31][CH:32]=1)[C:5]([N:7]([C:17]1[CH2:22][CH2:21][N:20]([C:23]([O:25][C:26]([CH3:29])([CH3:28])[CH3:27])=[O:24])[CH2:19][CH:18]=1)[CH2:8][C:9]1[CH:14]=[CH:13][C:12]([O:15][CH3:16])=[CH:11][CH:10]=1)=[O:6].C([O-])([O-])=O.[K+].[K+].C1C=CC(P(C2C=CC=CC=2)C2C=CC=CC=2)=CC=1.O. The catalyst is CC#N.[Cl-].C([N+](CCCC)(CCCC)CCCC)CCC.CC([O-])=O.CC([O-])=O.[Pd+2]. The product is [Br:1][C:2]1[CH:32]=[CH:31][CH:30]=[C:4]2[C:3]=1[C:17]1([CH:22]=[CH:21][N:20]([C:23]([O:25][C:26]([CH3:29])([CH3:28])[CH3:27])=[O:24])[CH2:19][CH2:18]1)[N:7]([CH2:8][C:9]1[CH:14]=[CH:13][C:12]([O:15][CH3:16])=[CH:11][CH:10]=1)[C:5]2=[O:6]. The yield is 0.500. (3) The reactants are [O:1]=[C:2]1[NH:6][C:5](=[O:7])[CH:4]([CH2:8][C:9]2[CH:31]=[CH:30][C:12]([O:13][CH2:14][C:15]([N:17]([C:19]3[CH:24]=[C:23]([O:25][CH3:26])[CH:22]=[CH:21][C:20]=3[N+:27]([O-])=O)[CH3:18])=O)=[CH:11][CH:10]=2)[S:3]1.CO.[ClH:34].[H][H]. The catalyst is [C].[Pd].CC(N(C)C)=O. The product is [ClH:34].[CH3:26][O:25][C:23]1[CH:22]=[CH:21][C:20]2[N:27]=[C:15]([CH2:14][O:13][C:12]3[CH:30]=[CH:31][C:9]([CH2:8][CH:4]4[S:3][C:2](=[O:1])[NH:6][C:5]4=[O:7])=[CH:10][CH:11]=3)[N:17]([CH3:18])[C:19]=2[CH:24]=1. The yield is 0.480. (4) The reactants are C([N:8]1[CH2:13][CH2:12][P:11]([C:15]2[CH:20]=[CH:19][C:18]([NH:21][C:22]3[N:27]=[C:26]([NH:28][C:29]4[CH:34]=[CH:33][CH:32]=[CH:31][C:30]=4[S:35]([CH:38]([CH3:40])[CH3:39])(=[O:37])=[O:36])[C:25](Cl)=[CH:24][N:23]=3)=[C:17]([O:42][CH3:43])[CH:16]=2)(=[O:14])[CH2:10][CH2:9]1)C1C=CC=CC=1.C([O-])=O.[NH4+]. The catalyst is [Pd]. The product is [CH3:43][O:42][C:17]1[CH:16]=[C:15]([P:11]2(=[O:14])[CH2:10][CH2:9][NH:8][CH2:13][CH2:12]2)[CH:20]=[CH:19][C:18]=1[NH:21][C:22]1[N:27]=[C:26]([NH:28][C:29]2[CH:34]=[CH:33][CH:32]=[CH:31][C:30]=2[S:35]([CH:38]([CH3:40])[CH3:39])(=[O:37])=[O:36])[CH:25]=[CH:24][N:23]=1. The yield is 0.420. (5) The reactants are [CH3:1][O:2][C:3]1[C:12]([NH:13][C:14](=[O:18])OCC)=[N:11][C:10]2[C:5](=[CH:6][CH:7]=[C:8]([O:19][CH3:20])[CH:9]=2)[N:4]=1.[N:21]1[CH:26]=[CH:25][CH:24]=[CH:23][C:22]=1[N:27]1[CH2:32][CH2:31][NH:30][CH2:29][CH2:28]1. No catalyst specified. The product is [CH3:1][O:2][C:3]1[C:12]([NH:13][C:14]([N:30]2[CH2:31][CH2:32][N:27]([C:22]3[CH:23]=[CH:24][CH:25]=[CH:26][N:21]=3)[CH2:28][CH2:29]2)=[O:18])=[N:11][C:10]2[C:5](=[CH:6][CH:7]=[C:8]([O:19][CH3:20])[CH:9]=2)[N:4]=1. The yield is 0.840. (6) The reactants are [Cl:1][C:2]1[CH:10]=[C:6]([C:7]([OH:9])=O)[C:5]([OH:11])=[CH:4][CH:3]=1.[NH2:12][C:13]1[S:14][CH:15]=[C:16]([C:18]2[CH:23]=[CH:22][C:21]([O:24][CH3:25])=[CH:20][CH:19]=2)[N:17]=1. No catalyst specified. The product is [Cl:1][C:2]1[CH:3]=[CH:4][C:5]([OH:11])=[C:6]([CH:10]=1)[C:7]([NH:12][C:13]1[S:14][CH:15]=[C:16]([C:18]2[CH:19]=[CH:20][C:21]([O:24][CH3:25])=[CH:22][CH:23]=2)[N:17]=1)=[O:9]. The yield is 0.164.